Predict which catalyst facilitates the given reaction. From a dataset of Catalyst prediction with 721,799 reactions and 888 catalyst types from USPTO. (1) Reactant: [NH2:1][C:2]1[N:7]=[C:6]([CH2:8][OH:9])[CH:5]=[CH:4][N:3]=1.[N+:10]([C:13]1[C:22]2[C:17](=[CH:18][CH:19]=[CH:20][CH:21]=2)[C:16](O)=[CH:15][CH:14]=1)([O-:12])=[O:11].C1C=CC(P(C2C=CC=CC=2)C2C=CC=CC=2)=CC=1.CC(OC(/N=N/C(OC(C)C)=O)=O)C. Product: [N+:10]([C:13]1[C:22]2[C:17](=[CH:18][CH:19]=[CH:20][CH:21]=2)[C:16]([O:9][CH2:8][C:6]2[CH:5]=[CH:4][N:3]=[C:2]([NH2:1])[N:7]=2)=[CH:15][CH:14]=1)([O-:12])=[O:11]. The catalyst class is: 1. (2) Reactant: C([N:8]1[CH2:13][CH2:12][N:11]([CH2:14][CH:15]2[C:19](=[O:20])[O:18][C@H:17]3[C:21]4[C@@:26]([CH3:29])([CH2:27][CH2:28][C:16]23[OH:31])[CH2:25][CH2:24][CH2:23][C:22]=4[CH3:30])[CH2:10][CH2:9]1)C1C=CC=CC=1.[H][H]. Product: [OH:31][C:16]12[CH2:28][CH2:27][C@:26]3([CH3:29])[CH:21]([CH:22]([CH3:30])[CH2:23][CH2:24][CH2:25]3)[C@@H:17]1[O:18][C:19](=[O:20])[CH:15]2[CH2:14][N:11]1[CH2:12][CH2:13][NH:8][CH2:9][CH2:10]1. The catalyst class is: 105. (3) Reactant: CNCCNC.[CH:7]([O:10][C:11]1[CH:16]=[CH:15][C:14](Br)=[CH:13][CH:12]=1)([CH3:9])[CH3:8].[O-]P([O-])([O-])=O.[K+].[K+].[K+].[CH2:26]([O:28][C:29]([C:31]1[NH:32][C:33]2[C:38]([CH:39]=1)=[CH:37][C:36]([OH:40])=[CH:35][CH:34]=2)=[O:30])[CH3:27].[C:41]1([CH3:47])[CH:46]=[CH:45][CH:44]=[CH:43][CH:42]=1. Product: [CH2:26]([O:28][C:29]([C:31]1[N:32]([C:14]2[CH:15]=[CH:16][C:11]([O:10][CH:7]([CH3:9])[CH3:8])=[CH:12][CH:13]=2)[C:33]2[C:38]([CH:39]=1)=[CH:37][C:36]([O:40][CH2:47][C:41]1[CH:46]=[CH:45][CH:44]=[CH:43][CH:42]=1)=[CH:35][CH:34]=2)=[O:30])[CH3:27]. The catalyst class is: 205. (4) Reactant: [C:1]([N:5]1[C:9](=[O:10])[C:8](Cl)=[C:7]([C:12]2[CH:17]=[CH:16][CH:15]=[CH:14][CH:13]=2)[S:6]1(=[O:19])=[O:18])([CH3:4])([CH3:3])[CH3:2].[NH2:20][C:21]1[CH:26]=[CH:25][C:24]([NH:27][C:28](=[O:34])[O:29][C:30]([CH3:33])([CH3:32])[CH3:31])=[CH:23][CH:22]=1.CCOC(C)=O. Product: [C:1]([N:5]1[C:9](=[O:10])[C:8]([NH:20][C:21]2[CH:22]=[CH:23][C:24]([NH:27][C:28](=[O:34])[O:29][C:30]([CH3:32])([CH3:31])[CH3:33])=[CH:25][CH:26]=2)=[C:7]([C:12]2[CH:17]=[CH:16][CH:15]=[CH:14][CH:13]=2)[S:6]1(=[O:19])=[O:18])([CH3:4])([CH3:3])[CH3:2]. The catalyst class is: 3.